Predict which catalyst facilitates the given reaction. From a dataset of Catalyst prediction with 721,799 reactions and 888 catalyst types from USPTO. (1) Reactant: [NH2:1][C:2]1[C:7](=[O:8])[CH:6]=[CH:5][N:4]([CH2:9][O:10][CH2:11][CH2:12][Si:13]([CH3:16])([CH3:15])[CH3:14])[C:3]=1[NH:17][CH2:18][C:19]([F:28])([F:27])[C:20]1[CH:25]=[CH:24][CH:23]=[CH:22][N+:21]=1[O-:26].N1([C:34]2[C:35]([CH2:40][C:41]([OH:43])=O)=[N:36][CH:37]=[CH:38][CH:39]=2)C=NN=N1.C1C=C[C:47]2[N:52](O)[N:51]=[N:50]C=2C=1.C(Cl)CCl.CC[N:60](C(C)C)C(C)C. Product: [F:28][C:19]([F:27])([C:20]1[CH:25]=[CH:24][CH:23]=[CH:22][N+:21]=1[O-:26])[CH2:18][NH:17][C:3]1[N:4]([CH2:9][O:10][CH2:11][CH2:12][Si:13]([CH3:16])([CH3:15])[CH3:14])[CH:5]=[CH:6][C:7](=[O:8])[C:2]=1[NH:1][C:41](=[O:43])[CH2:40][C:35]1[CH:34]=[C:39]([N:51]2[N:50]=[N:60][CH:47]=[N:52]2)[CH:38]=[CH:37][N:36]=1. The catalyst class is: 3. (2) Reactant: [CH3:13][C:12]([O:11][C:9](O[C:9]([O:11][C:12]([CH3:15])([CH3:14])[CH3:13])=[O:10])=[O:10])([CH3:15])[CH3:14].CCN(C(C)C)C(C)C.[OH:25][C:26]1[CH:31]=[C:30]([NH2:32])[C:29]([OH:33])=[CH:28][C:27]=1[NH2:34]. Product: [NH2:32][C:30]1[C:31]([C:9]([O:11][C:12]([CH3:13])([CH3:14])[CH3:15])=[O:10])=[C:26]([OH:25])[C:27]([NH2:34])=[CH:28][C:29]=1[OH:33]. The catalyst class is: 16. (3) Reactant: C(N(CC)CC)C.[CH3:8][C:9]1[CH:14]=[CH:13][C:12]([S:15](Cl)(=[O:17])=[O:16])=[CH:11][CH:10]=1.[N:19]1[CH:24]=[CH:23][CH:22]=[C:21]([CH2:25][CH2:26][OH:27])[CH:20]=1. Product: [C:9]1([CH3:8])[CH:14]=[CH:13][C:12]([S:15]([O:27][CH2:26][CH2:25][C:21]2[CH:20]=[N:19][CH:24]=[CH:23][CH:22]=2)(=[O:17])=[O:16])=[CH:11][CH:10]=1. The catalyst class is: 4. (4) Reactant: [N:1]1([CH:11]2[CH2:16][CH2:15][NH:14][CH2:13][CH2:12]2)[C:5]2[CH:6]=[CH:7][CH:8]=[CH:9][C:4]=2[NH:3][C:2]1=[O:10].Br[CH2:18][CH2:19][CH2:20][O:21][C:22]1[CH:27]=[CH:26][CH:25]=[CH:24][C:23]=1[CH2:28][C:29]1[CH:34]=[CH:33][C:32]([C:35](=[O:41])[N:36]([CH2:39][CH3:40])[CH2:37][CH3:38])=[CH:31][CH:30]=1.C(N(CC)CC)C.O. Product: [CH2:39]([N:36]([CH2:37][CH3:38])[C:35]([C:32]1[CH:33]=[CH:34][C:29]([CH2:28][C:23]2[CH:24]=[CH:25][CH:26]=[CH:27][C:22]=2[O:21][CH2:20][CH2:19][CH2:18][N:14]2[CH2:15][CH2:16][CH:11]([N:1]3[C:5]4[CH:6]=[CH:7][CH:8]=[CH:9][C:4]=4[NH:3][C:2]3=[O:10])[CH2:12][CH2:13]2)=[CH:30][CH:31]=1)=[O:41])[CH3:40]. The catalyst class is: 311. (5) Reactant: [CH3:1][O:2][C:3](=[O:29])[C:4]1[CH:9]=[CH:8][CH:7]=[C:6]([CH2:10][N:11]2[CH2:15][C@@H:14]([C:16]3[CH:21]=[CH:20][CH:19]=[CH:18][CH:17]=3)[N:13]([CH:22]3[CH2:27][CH2:26][NH:25][CH2:24][CH2:23]3)[C:12]2=[O:28])[CH:5]=1.Br[CH2:31][C:32]1[CH:46]=[CH:45][C:35]([C:36]([NH:38][CH:39]2[CH2:44][CH2:43][CH2:42][CH2:41][CH2:40]2)=[O:37])=[CH:34][CH:33]=1.CCN(C(C)C)C(C)C. Product: [CH3:1][O:2][C:3](=[O:29])[C:4]1[CH:9]=[CH:8][CH:7]=[C:6]([CH2:10][N:11]2[CH2:15][C@@H:14]([C:16]3[CH:21]=[CH:20][CH:19]=[CH:18][CH:17]=3)[N:13]([CH:22]3[CH2:27][CH2:26][N:25]([CH2:31][C:32]4[CH:33]=[CH:34][C:35]([C:36](=[O:37])[NH:38][CH:39]5[CH2:40][CH2:41][CH2:42][CH2:43][CH2:44]5)=[CH:45][CH:46]=4)[CH2:24][CH2:23]3)[C:12]2=[O:28])[CH:5]=1. The catalyst class is: 23. (6) Reactant: [CH3:1][C:2]1[CH:25]=[C:24]([N+:26]([O-])=O)[CH:23]=[C:22]([CH3:29])[C:3]=1[O:4][C:5]1[CH:10]=[CH:9][C:8]([OH:11])=[C:7]([S:12]([C:15]2[CH:20]=[CH:19][C:18]([F:21])=[CH:17][CH:16]=2)(=[O:14])=[O:13])[CH:6]=1. Product: [NH2:26][C:24]1[CH:23]=[C:22]([CH3:29])[C:3]([O:4][C:5]2[CH:10]=[CH:9][C:8]([OH:11])=[C:7]([S:12]([C:15]3[CH:16]=[CH:17][C:18]([F:21])=[CH:19][CH:20]=3)(=[O:14])=[O:13])[CH:6]=2)=[C:2]([CH3:1])[CH:25]=1. The catalyst class is: 653. (7) Reactant: [CH3:1][C:2]1[N:6]([CH3:7])[C:5]2[CH:8]=[C:9]([C:22](O)=[O:23])[C:10]3[CH2:11][CH2:12][CH:13]([C:16]4[CH:21]=[CH:20][CH:19]=[CH:18][CH:17]=4)[O:14][C:15]=3[C:4]=2[N:3]=1.F[B-](F)(F)F.[N:30]1(OC(N(C)C)=[N+](C)C)C2C=CC=CC=2N=N1.N. Product: [CH3:1][C:2]1[N:6]([CH3:7])[C:5]2[CH:8]=[C:9]([C:22]([NH2:30])=[O:23])[C:10]3[CH2:11][CH2:12][CH:13]([C:16]4[CH:17]=[CH:18][CH:19]=[CH:20][CH:21]=4)[O:14][C:15]=3[C:4]=2[N:3]=1. The catalyst class is: 4. (8) Reactant: N#N.[CH3:3][C:4]1([C:9]2[CH:14]=[CH:13][CH:12]=[C:11]([CH2:15][N:16]3[N:20]=[C:19]([N+:21]([O-])=O)[CH:18]=[N:17]3)[N:10]=2)[O:8][CH2:7][CH2:6][O:5]1.[NH4+].[Cl-]. Product: [CH3:3][C:4]1([C:9]2[N:10]=[C:11]([CH2:15][N:16]3[N:20]=[C:19]([NH2:21])[CH:18]=[N:17]3)[CH:12]=[CH:13][CH:14]=2)[O:8][CH2:7][CH2:6][O:5]1. The catalyst class is: 314.